From a dataset of Ames mutagenicity test results for genotoxicity prediction. Regression/Classification. Given a drug SMILES string, predict its toxicity properties. Task type varies by dataset: regression for continuous values (e.g., LD50, hERG inhibition percentage) or binary classification for toxic/non-toxic outcomes (e.g., AMES mutagenicity, cardiotoxicity, hepatotoxicity). Dataset: ames. (1) The drug is Nc1cccc(S(=O)(=O)O)c1. The result is 0 (non-mutagenic). (2) The drug is OCCN1CC1. The result is 1 (mutagenic). (3) The molecule is Nc1cc(Cl)ccc1Cl. The result is 0 (non-mutagenic). (4) The drug is Nc1ncc([N+](=O)[O-])s1. The result is 1 (mutagenic). (5) The compound is CN(C)CCNC(=O)c1cc2ccccc2c2cccnc12. The result is 1 (mutagenic). (6) The molecule is Cc1cccc2c1-c1cc3ccccc3cc1C1OC21. The result is 1 (mutagenic). (7) The molecule is Cc1cc(N)c(C)c2c1[nH]c1ccc(O)cc12. The result is 1 (mutagenic).